Dataset: NCI-60 drug combinations with 297,098 pairs across 59 cell lines. Task: Regression. Given two drug SMILES strings and cell line genomic features, predict the synergy score measuring deviation from expected non-interaction effect. (1) Drug 1: CC1CC2CCC3C(=C)CC(O3)CCC45CC6C(O4)C7C(O6)C(O5)C8C(O7)CCC(O8)CC(=O)CC9C(CC(C1=C)O2)OC(C9OC)CC(CN)O.CS(=O)(=O)O. Drug 2: CC1C(C(CC(O1)OC2CC(CC3=C2C(=C4C(=C3O)C(=O)C5=C(C4=O)C(=CC=C5)OC)O)(C(=O)CO)O)N)O.Cl. Cell line: COLO 205. Synergy scores: CSS=65.8, Synergy_ZIP=-7.28, Synergy_Bliss=-10.2, Synergy_Loewe=-7.77, Synergy_HSA=-6.06. (2) Drug 1: CN(C)N=NC1=C(NC=N1)C(=O)N. Drug 2: CC1=C(C(CCC1)(C)C)C=CC(=CC=CC(=CC(=O)O)C)C. Cell line: HOP-62. Synergy scores: CSS=-0.289, Synergy_ZIP=2.51, Synergy_Bliss=4.93, Synergy_Loewe=-0.662, Synergy_HSA=0.802.